Task: Predict the reaction yield, written as a fraction of the theoretical maximum amount of product (1.0 means a 100% yield; for example, 0.34 means a 34% yield).. Dataset: Reaction yield outcomes from USPTO patents with 853,638 reactions The reactants are C(O[C@H:5]1[C@H:10]([NH:11][C:12]([NH:14][CH3:15])=[S:13])[C@@H:9]([O:16][C:17](=[O:19])[CH3:18])[C@H:8]([O:20][C:21](=[O:23])[CH3:22])[C@@H:7]([CH2:24][O:25][C:26](=[O:28])[CH3:27])[O:6]1)(=O)C.Cl[Sn](Cl)(Cl)Cl. The catalyst is C(Cl)Cl. The product is [C:21]([O:20][C@@H:8]1[C@@H:7]([CH2:24][O:25][C:26](=[O:28])[CH3:27])[O:6][CH:5]2[CH:10]([N:11]=[C:12]([NH:14][CH3:15])[S:13]2)[C@H:9]1[O:16][C:17](=[O:19])[CH3:18])(=[O:23])[CH3:22]. The yield is 0.770.